Dataset: Full USPTO retrosynthesis dataset with 1.9M reactions from patents (1976-2016). Task: Predict the reactants needed to synthesize the given product. (1) Given the product [F:33][C:34]1[CH:42]=[CH:41][CH:40]=[C:39]([F:43])[C:35]=1[C:36]([N:16]([N:17]1[CH2:22][CH2:21][O:20][CH2:19][CH2:18]1)[C:14]([N:13]([C:3]1[CH:4]=[CH:5][C:6]([S:8][C:9]([F:10])([F:12])[F:11])=[CH:7][C:2]=1[F:1])[CH3:23])=[O:15])=[O:37], predict the reactants needed to synthesize it. The reactants are: [F:1][C:2]1[CH:7]=[C:6]([S:8][C:9]([F:12])([F:11])[F:10])[CH:5]=[CH:4][C:3]=1[N:13]([CH3:23])[C:14]([NH:16][N:17]1[CH2:22][CH2:21][O:20][CH2:19][CH2:18]1)=[O:15].C(N(C(C)C)CC)(C)C.[F:33][C:34]1[CH:42]=[CH:41][CH:40]=[C:39]([F:43])[C:35]=1[C:36](Cl)=[O:37].C(OC)(C)(C)C. (2) Given the product [CH3:42][C:30]1[CH:35]=[CH:34][C:33]([S:36]([NH:39][C:40]([N:18]2[CH2:17][CH2:16][C:15]3[CH:21]=[CH:22][C:12]([NH:11][S:8]([C:5]4[CH:4]=[CH:3][C:2]([CH3:1])=[CH:7][CH:6]=4)(=[O:9])=[O:10])=[CH:13][C:14]=3[CH2:20][CH2:19]2)=[O:41])(=[O:38])=[O:37])=[CH:32][CH:31]=1, predict the reactants needed to synthesize it. The reactants are: [CH3:1][C:2]1[CH:7]=[CH:6][C:5]([S:8]([NH:11][C:12]2[CH:22]=[CH:21][C:15]3[CH2:16][CH2:17][NH:18][CH2:19][CH2:20][C:14]=3[CH:13]=2)(=[O:10])=[O:9])=[CH:4][CH:3]=1.C(N(CC)CC)C.[C:30]1([CH3:42])[CH:35]=[CH:34][C:33]([S:36]([N:39]=[C:40]=[O:41])(=[O:38])=[O:37])=[CH:32][CH:31]=1. (3) Given the product [N:1]1([CH2:10][CH2:11][O:12][C:13]2[CH:28]=[CH:27][C:16]([CH2:17][CH:18]([C:23]([OH:25])=[O:24])[C:19]([OH:21])=[O:20])=[CH:15][CH:14]=2)[C:5]2=[N:6][CH:7]=[CH:8][CH:9]=[C:4]2[CH:3]=[CH:2]1, predict the reactants needed to synthesize it. The reactants are: [N:1]1([CH2:10][CH2:11][O:12][C:13]2[CH:28]=[CH:27][C:16]([CH2:17][CH:18]([C:23]([O:25]C)=[O:24])[C:19]([O:21]C)=[O:20])=[CH:15][CH:14]=2)[C:5]2=[N:6][CH:7]=[CH:8][CH:9]=[C:4]2[CH:3]=[CH:2]1.C1COCC1.O.[OH-].[Na+].